This data is from Forward reaction prediction with 1.9M reactions from USPTO patents (1976-2016). The task is: Predict the product of the given reaction. (1) Given the reactants [C:1]([NH2:5])([CH3:4])([CH3:3])[CH3:2].N1C=CC=CC=1.[S:12](Cl)([CH3:15])(=[O:14])=[O:13].O, predict the reaction product. The product is: [C:1]([NH:5][S:12]([CH3:15])(=[O:14])=[O:13])([CH3:4])([CH3:3])[CH3:2]. (2) Given the reactants [CH2:1]([O:8][C:9]1[CH:18]=[C:17]2[C:12]([C:13]([O:19][C:20]3[CH:26]=[CH:25][C:23]([NH2:24])=[C:22]([CH3:27])[C:21]=3[CH3:28])=[CH:14][CH:15]=[N:16]2)=[CH:11][C:10]=1[O:29][CH3:30])[C:2]1[CH:7]=[CH:6][CH:5]=[CH:4][CH:3]=1.[CH3:31][O:32][C:33]1[CH:38]=[CH:37][CH:36]=[CH:35][C:34]=1[N:39]=[C:40]=[O:41].C(=O)([O-])O.[Na+], predict the reaction product. The product is: [CH2:1]([O:8][C:9]1[CH:18]=[C:17]2[C:12]([C:13]([O:19][C:20]3[CH:26]=[CH:25][C:23]([NH:24][C:40]([NH:39][C:34]4[CH:35]=[CH:36][CH:37]=[CH:38][C:33]=4[O:32][CH3:31])=[O:41])=[C:22]([CH3:27])[C:21]=3[CH3:28])=[CH:14][CH:15]=[N:16]2)=[CH:11][C:10]=1[O:29][CH3:30])[C:2]1[CH:7]=[CH:6][CH:5]=[CH:4][CH:3]=1. (3) Given the reactants [OH:1][C:2]1[C:7]([C@@H:8]2[CH2:12][CH2:11][N:10]([CH3:13])[C@H:9]2[CH2:14][OH:15])=[C:6]([O:16][CH3:17])[CH:5]=[C:4]([O:18][CH3:19])[C:3]=1[C:20](=[O:22])[CH3:21].[OH-].[Na+].[Cl:25][C:26]1[CH:33]=[CH:32][CH:31]=[CH:30][C:27]=1[CH:28]=O.Cl.C([O-])([O-])=O.[Na+].[Na+], predict the reaction product. The product is: [Cl:25][C:26]1[CH:33]=[CH:32][CH:31]=[CH:30][C:27]=1[CH:28]=[CH:21][C:20]([C:3]1[C:4]([O:18][CH3:19])=[CH:5][C:6]([O:16][CH3:17])=[C:7]([CH:8]2[CH2:12][CH2:11][N:10]([CH3:13])[CH:9]2[CH2:14][OH:15])[C:2]=1[OH:1])=[O:22].